This data is from Reaction yield outcomes from USPTO patents with 853,638 reactions. The task is: Predict the reaction yield, written as a fraction of the theoretical maximum amount of product (1.0 means a 100% yield; for example, 0.34 means a 34% yield). The reactants are [CH3:1]C([O-])(C)C.[K+].O=[C:8]1[CH2:11][N:10]([C:12]([O:14][C:15]([CH3:18])([CH3:17])[CH3:16])=[O:13])[CH2:9]1. The catalyst is [Br-].C[P+](C1C=CC=CC=1)(C1C=CC=CC=1)C1C=CC=CC=1.O1CCCC1.O. The product is [CH2:1]=[C:8]1[CH2:11][N:10]([C:12]([O:14][C:15]([CH3:18])([CH3:17])[CH3:16])=[O:13])[CH2:9]1. The yield is 0.810.